From a dataset of Catalyst prediction with 721,799 reactions and 888 catalyst types from USPTO. Predict which catalyst facilitates the given reaction. Reactant: N[C@@H](CO)[C@H](C1C=CC([N+]([O-])=O)=CC=1)O.BrCCCCC[N:22]1[C:26](=[O:27])[C:25]2=[CH:28][CH:29]=[CH:30][CH:31]=[C:24]2[C:23]1=[O:32].C(OCC)(=O)C. Product: [C:26]1(=[O:27])[NH:22][C:23](=[O:32])[C:24]2=[CH:31][CH:30]=[CH:29][CH:28]=[C:25]12. The catalyst class is: 9.